Dataset: Forward reaction prediction with 1.9M reactions from USPTO patents (1976-2016). Task: Predict the product of the given reaction. (1) Given the reactants O=[C:2]1[CH2:7][CH2:6][N:5]([C:8]([O:10][CH2:11][C:12]2[CH:17]=[CH:16][CH:15]=[CH:14][CH:13]=2)=[O:9])[CH2:4][CH2:3]1.ClCCl.COCCN(S(F)(F)[F:31])CCOC.C(=O)(O)[O-].[Na+], predict the reaction product. The product is: [F:31][CH:2]1[CH2:7][CH2:6][N:5]([C:8]([O:10][CH2:11][C:12]2[CH:17]=[CH:16][CH:15]=[CH:14][CH:13]=2)=[O:9])[CH2:4][CH2:3]1. (2) Given the reactants Cl.[Cl:2][C:3]1[CH:22]=[CH:21][C:20]([NH:23][C:24]2[C:33]3[C:28](=[C:29]([N+:35]([O-])=O)[C:30]([CH3:34])=[CH:31][CH:32]=3)[CH:27]=[CH:26][N:25]=2)=[CH:19][C:4]=1[CH2:5][N:6]1[CH2:11][CH2:10][N:9]([C:12]([O:14][C:15]([CH3:18])([CH3:17])[CH3:16])=[O:13])[CH2:8][CH2:7]1, predict the reaction product. The product is: [NH2:35][C:29]1[C:30]([CH3:34])=[CH:31][CH:32]=[C:33]2[C:28]=1[CH:27]=[CH:26][N:25]=[C:24]2[NH:23][C:20]1[CH:21]=[CH:22][C:3]([Cl:2])=[C:4]([CH:19]=1)[CH2:5][N:6]1[CH2:7][CH2:8][N:9]([C:12]([O:14][C:15]([CH3:16])([CH3:17])[CH3:18])=[O:13])[CH2:10][CH2:11]1. (3) Given the reactants Cl.[NH2:2][C:3]1[CH:16]=[C:15]2[C:6]([O:7][C:8]3[C:9]([C:17]4[NH:22][C:21](=[O:23])[CH:20]=[C:19]([N:24]5[CH2:29][CH2:28][O:27][CH2:26][CH2:25]5)[CH:18]=4)=[CH:10][CH:11]=[CH:12][C:13]=3[CH2:14]2)=[CH:5][CH:4]=1.[Br:30][C:31]1[CH:36]=[CH:35][N:34]=[C:33]([C:37](O)=[O:38])[CH:32]=1.Cl.C(N=C=NCCCN(C)C)C.ON1C2C=CC=CC=2N=N1.C(N(CC)C(C)C)(C)C, predict the reaction product. The product is: [Br:30][C:31]1[CH:36]=[CH:35][N:34]=[C:33]([C:37]([NH:2][C:3]2[CH:4]=[CH:5][C:6]3[O:7][C:8]4[C:13](=[CH:12][CH:11]=[CH:10][C:9]=4[C:17]4[NH:22][C:21](=[O:23])[CH:20]=[C:19]([N:24]5[CH2:29][CH2:28][O:27][CH2:26][CH2:25]5)[CH:18]=4)[CH2:14][C:15]=3[CH:16]=2)=[O:38])[CH:32]=1. (4) Given the reactants [F:1][C:2]1[CH:7]=[CH:6][CH:5]=[CH:4][C:3]=1[O:8][CH3:9].C([Li])CCC.CN(C)CCN(C)CCN(C)C.CN([CH:30]=[O:31])C, predict the reaction product. The product is: [F:1][C:2]1[C:3]([O:8][CH3:9])=[CH:4][CH:5]=[CH:6][C:7]=1[CH:30]=[O:31]. (5) Given the reactants [CH:1]([N:4]1[C:9]2=[N:10][C:11]([NH:14][C:15]3[CH:20]=[CH:19][C:18]([N:21]4[CH:25]=[CH:24][CH:23]=[N:22]4)=[CH:17][CH:16]=3)=[N:12][CH:13]=[C:8]2[CH2:7][NH:6][C:5]1=[O:26])([CH3:3])[CH3:2].FC(F)(F)C(O)=O.CC(C)([O-])C.[K+], predict the reaction product. The product is: [CH:1]([N:4]1[C:9]2=[N:10][C:11]([NH:14][C:15]3[CH:16]=[CH:17][C:18]([N:21]4[CH:25]=[CH:24][CH:23]=[N:22]4)=[CH:19][CH:20]=3)=[N:12][CH:13]=[C:8]2[CH:7]=[N:6][C:5]1=[O:26])([CH3:3])[CH3:2].